Dataset: Catalyst prediction with 721,799 reactions and 888 catalyst types from USPTO. Task: Predict which catalyst facilitates the given reaction. (1) Reactant: [NH2:1][C:2]1[CH:13]=[CH:12][C:5]2[O:6][C:7]([C:9](=[O:11])[CH3:10])=[CH:8][C:4]=2[CH:3]=1.Cl[C:15]1[C:16](=[O:34])[N:17]([CH2:27][C:28]2[CH:29]=[N:30][CH:31]=[CH:32][CH:33]=2)[C:18](=[O:26])[C:19]=1[C:20]1[CH:25]=[CH:24][CH:23]=[CH:22][CH:21]=1.O. Product: [C:9]([C:7]1[O:6][C:5]2[CH:12]=[CH:13][C:2]([NH:1][C:15]3[C:16](=[O:34])[N:17]([CH2:27][C:28]4[CH:29]=[N:30][CH:31]=[CH:32][CH:33]=4)[C:18](=[O:26])[C:19]=3[C:20]3[CH:21]=[CH:22][CH:23]=[CH:24][CH:25]=3)=[CH:3][C:4]=2[CH:8]=1)(=[O:11])[CH3:10]. The catalyst class is: 23. (2) Reactant: [H-].[Na+].[CH2:3]([NH:5][C:6](=[O:16])[C:7]1[CH:12]=[C:11](I)[C:10]([CH3:14])=[C:9]([F:15])[CH:8]=1)[CH3:4].C([Li])CCC.C([O:25][B:26](OC(C)C)[O:27]C(C)C)(C)C. Product: [CH2:3]([NH:5][C:6]([C:7]1[CH:8]=[C:9]([F:15])[C:10]([CH3:14])=[C:11]([B:26]([OH:27])[OH:25])[CH:12]=1)=[O:16])[CH3:4]. The catalyst class is: 20. (3) Product: [C:1]([C:5]1[N:10]=[CH:9][C:8]([C:11]2[N:12]([C:32]([N:34]3[CH2:35][CH2:36][CH:37]([N:40]4[CH2:45][CH2:44][N:43]([CH3:52])[C:42](=[O:46])[CH2:41]4)[CH2:38][CH2:39]3)=[O:33])[C@@:13]([C:25]3[CH:26]=[CH:27][C:28]([Cl:31])=[CH:29][CH:30]=3)([CH3:24])[C@@:14]([C:17]3[CH:22]=[CH:21][C:20]([Cl:23])=[CH:19][CH:18]=3)([CH3:16])[N:15]=2)=[C:7]([O:47][CH2:48][CH3:49])[CH:6]=1)([CH3:2])([CH3:3])[CH3:4]. The catalyst class is: 9. Reactant: [C:1]([C:5]1[N:10]=[CH:9][C:8]([C:11]2[N:12]([C:32]([N:34]3[CH2:39][CH2:38][CH:37]([N:40]4[CH2:45][CH2:44][NH:43][C:42](=[O:46])[CH2:41]4)[CH2:36][CH2:35]3)=[O:33])[C@@:13]([C:25]3[CH:30]=[CH:29][C:28]([Cl:31])=[CH:27][CH:26]=3)([CH3:24])[C@@:14]([C:17]3[CH:22]=[CH:21][C:20]([Cl:23])=[CH:19][CH:18]=3)([CH3:16])[N:15]=2)=[C:7]([O:47][CH2:48][CH3:49])[CH:6]=1)([CH3:4])([CH3:3])[CH3:2].[H-].[Na+].[CH3:52]I. (4) Reactant: [C:1]([C:5]1[CH:10]=[CH:9][C:8]([NH2:11])=[CH:7][CH:6]=1)([CH3:4])([CH3:3])[CH3:2].[NH2:12][C:13]1[CH:21]=[CH:20][CH:19]=[CH:18][C:14]=1[C:15](O)=[O:16].CN(C(ON1N=NC2C=CC=CC1=2)=[N+](C)C)C.[B-](F)(F)(F)F.CCN(C(C)C)C(C)C. Product: [NH2:12][C:13]1[CH:21]=[CH:20][CH:19]=[CH:18][C:14]=1[C:15]([NH:11][C:8]1[CH:7]=[CH:6][C:5]([C:1]([CH3:4])([CH3:2])[CH3:3])=[CH:10][CH:9]=1)=[O:16]. The catalyst class is: 31. (5) Reactant: [C:1]([C:3]1[C:7](=[C:8]([C:11]#[N:12])[C:9]#[N:10])[O:6][C:5]([CH3:14])([CH3:13])[C:4]=1/[CH:15]=[CH:16]/[C:17]1[CH:22]=[CH:21][C:20]([NH:23]C(=O)OC(C)(C)C)=[CH:19][CH:18]=1)#[N:2].C(O)(C(F)(F)F)=O. Product: [NH2:23][C:20]1[CH:21]=[CH:22][C:17](/[CH:16]=[CH:15]/[C:4]2[C:5]([CH3:14])([CH3:13])[O:6][C:7](=[C:8]([C:11]#[N:12])[C:9]#[N:10])[C:3]=2[C:1]#[N:2])=[CH:18][CH:19]=1. The catalyst class is: 2. (6) Reactant: [CH2:1]([C:8]1[CH:26]=[CH:25][C:11]([N:12]([C:19]2[CH:24]=[CH:23][CH:22]=[CH:21][CH:20]=2)[C:13]2[CH:18]=[CH:17][CH:16]=[CH:15][CH:14]=2)=[CH:10][CH:9]=1)[C:2]1[CH:7]=[CH:6][CH:5]=[CH:4][CH:3]=1.C([Li])CCC.Cl[Si:33]([CH3:36])([CH3:35])[CH3:34].CCCCCC. Product: [C:13]1([N:12]([C:19]2[CH:20]=[CH:21][CH:22]=[CH:23][CH:24]=2)[C:11]2[CH:10]=[CH:9][C:8]([CH:1]([C:2]3[CH:3]=[CH:4][CH:5]=[CH:6][CH:7]=3)[Si:33]([CH3:36])([CH3:35])[CH3:34])=[CH:26][CH:25]=2)[CH:18]=[CH:17][CH:16]=[CH:15][CH:14]=1. The catalyst class is: 7. (7) Reactant: O.[CH:2]1([C:5]2N=C(N3CCC(CCCOC4C=CC(C(O)=O)=C(C)C=4)CC3)[O:7][N:6]=2)[CH2:4][CH2:3]1.CC[N:32]=C=NCCCN(C)C.[NH2:41][CH2:42][CH2:43]O. Product: [CH:4]1[CH:3]=[CH:2][C:5]2[N:6]([OH:7])[N:32]=[N:41][C:42]=2[CH:43]=1. The catalyst class is: 1.